From a dataset of Reaction yield outcomes from USPTO patents with 853,638 reactions. Predict the reaction yield, written as a fraction of the theoretical maximum amount of product (1.0 means a 100% yield; for example, 0.34 means a 34% yield). (1) The reactants are [Br:1][C:2]1[CH:3]=[CH:4][C:5]([C:8]([OH:10])=O)=[N:6][CH:7]=1.C(Cl)(=O)C(Cl)=O.Cl.[CH3:18][NH:19][CH3:20].C(N(CC)CC)C. The catalyst is C(Cl)Cl.CN(C)C=O. The product is [Br:1][C:2]1[CH:3]=[CH:4][C:5]([C:8]([N:19]([CH3:20])[CH3:18])=[O:10])=[N:6][CH:7]=1. The yield is 1.00. (2) The reactants are [NH2:1][C:2]1[C:3]([F:31])=[C:4]([C:8]2[N:9]=[C:10]([C:20]([NH:23][C:24](=[O:30])[O:25][C:26]([CH3:29])([CH3:28])[CH3:27])([CH3:22])[CH3:21])[S:11][C:12]=2[C:13]2[CH:18]=[CH:17][N:16]=[C:15]([Cl:19])[N:14]=2)[CH:5]=[CH:6][CH:7]=1.[O:32]1[CH:36]=[CH:35][C:34]([S:37](Cl)(=[O:39])=[O:38])=[CH:33]1. The catalyst is N1C=CC=CC=1. The product is [Cl:19][C:15]1[N:14]=[C:13]([C:12]2[S:11][C:10]([C:20]([NH:23][C:24](=[O:30])[O:25][C:26]([CH3:29])([CH3:28])[CH3:27])([CH3:22])[CH3:21])=[N:9][C:8]=2[C:4]2[CH:5]=[CH:6][CH:7]=[C:2]([NH:1][S:37]([C:34]3[CH:35]=[CH:36][O:32][CH:33]=3)(=[O:39])=[O:38])[C:3]=2[F:31])[CH:18]=[CH:17][N:16]=1. The yield is 0.900. (3) The reactants are [CH3:1][C:2]1[CH:3]=[C:4]([CH2:9][CH:10]([NH:16][C:17]([NH:19][CH2:20][CH2:21]O)=[S:18])[C:11]2[S:12][CH:13]=[CH:14][CH:15]=2)[CH:5]=[C:6]([CH3:8])[CH:7]=1.C(N(C(C)C)CC)(C)C.[I-].C(C[P+](C)(C)C)#N. The catalyst is C(#N)CC. The product is [S:18]1[CH2:21][CH2:20][N:19]=[C:17]1[NH:16][CH:10]([C:11]1[S:12][CH:13]=[CH:14][CH:15]=1)[CH2:9][C:4]1[CH:3]=[C:2]([CH3:1])[CH:7]=[C:6]([CH3:8])[CH:5]=1. The yield is 0.950. (4) The reactants are [F:1][C:2]1[CH:3]=[C:4]([C:13]2[CH:18]=[CH:17][C:16]([O:19][CH2:20][CH:21]3[CH2:26][CH2:25][N:24]([CH2:27][C:28]([F:31])([CH3:30])[CH3:29])[CH2:23][CH2:22]3)=[CH:15][CH:14]=2)[CH:5]=[CH:6][C:7]=1[C:8]([O:10]CC)=[O:9].CO.O.[Li+].[OH-]. The catalyst is C1COCC1. The product is [F:1][C:2]1[CH:3]=[C:4]([C:13]2[CH:14]=[CH:15][C:16]([O:19][CH2:20][CH:21]3[CH2:26][CH2:25][N:24]([CH2:27][C:28]([F:31])([CH3:29])[CH3:30])[CH2:23][CH2:22]3)=[CH:17][CH:18]=2)[CH:5]=[CH:6][C:7]=1[C:8]([OH:10])=[O:9]. The yield is 0.880. (5) The reactants are [Cl:1][C:2]1[N:3]=[CH:4][CH:5]=[C:6]2[CH:10]=[CH:9][S:8][C:7]=12.ClC1C=CC=C(C(OO)=[O:19])C=1. The catalyst is C(Cl)Cl. The product is [Cl:1][C:2]1[N+:3]([O-:19])=[CH:4][CH:5]=[C:6]2[CH:10]=[CH:9][S:8][C:7]=12. The yield is 0.580. (6) The product is [Cl:1][C:2]1[C:3]([NH:15][C:16]([C:18]2[C:26]3[C:21](=[CH:22][CH:23]=[CH:24][CH:25]=3)[N:20]([CH3:27])[N:19]=2)=[O:17])=[CH:4][C:5]([F:14])=[C:6]([CH2:8][C:9]([OH:11])=[O:10])[CH:7]=1. The catalyst is Cl. The reactants are [Cl:1][C:2]1[C:3]([NH:15][C:16]([C:18]2[C:26]3[C:21](=[CH:22][CH:23]=[CH:24][CH:25]=3)[N:20]([CH3:27])[N:19]=2)=[O:17])=[CH:4][C:5]([F:14])=[C:6]([CH2:8][C:9]([O:11]CC)=[O:10])[CH:7]=1.C1COCC1.[OH-].[Na+]. The yield is 0.950.